This data is from Peptide-MHC class I binding affinity with 185,985 pairs from IEDB/IMGT. The task is: Regression. Given a peptide amino acid sequence and an MHC pseudo amino acid sequence, predict their binding affinity value. This is MHC class I binding data. (1) The peptide sequence is QVKRREGMF. The MHC is HLA-A31:01 with pseudo-sequence HLA-A31:01. The binding affinity (normalized) is 0.0847. (2) The peptide sequence is SLFNTAATI. The MHC is HLA-A02:03 with pseudo-sequence HLA-A02:03. The binding affinity (normalized) is 0.335. (3) The peptide sequence is VIPAKKII. The MHC is H-2-Dd with pseudo-sequence H-2-Dd. The binding affinity (normalized) is 0. (4) The peptide sequence is VLSEYETMV. The MHC is HLA-A02:06 with pseudo-sequence HLA-A02:06. The binding affinity (normalized) is 0.531.